This data is from NCI-60 drug combinations with 297,098 pairs across 59 cell lines. The task is: Regression. Given two drug SMILES strings and cell line genomic features, predict the synergy score measuring deviation from expected non-interaction effect. Drug 1: CC12CCC3C(C1CCC2=O)CC(=C)C4=CC(=O)C=CC34C. Drug 2: CC=C1C(=O)NC(C(=O)OC2CC(=O)NC(C(=O)NC(CSSCCC=C2)C(=O)N1)C(C)C)C(C)C. Cell line: M14. Synergy scores: CSS=80.0, Synergy_ZIP=4.31, Synergy_Bliss=4.59, Synergy_Loewe=-16.4, Synergy_HSA=6.89.